Dataset: Full USPTO retrosynthesis dataset with 1.9M reactions from patents (1976-2016). Task: Predict the reactants needed to synthesize the given product. (1) Given the product [C:40]([O:39][C:37](=[O:38])[NH:24][CH:25]([CH2:26][C:27]1[CH:32]=[CH:31][C:30]([Cl:33])=[CH:29][CH:28]=1)[C:6](=[O:7])[N:8]1[CH2:9][CH2:10][N:11]([C:14]2[C:15]3[NH:22][CH:21]=[CH:20][C:16]=3[N:17]=[CH:18][N:19]=2)[CH2:12][CH2:13]1)([CH3:43])([CH3:41])[CH3:42], predict the reactants needed to synthesize it. The reactants are: C(O[C:6]([N:8]1[CH2:13][CH2:12][N:11]([C:14]2[C:15]3[NH:22][CH:21]=[CH:20][C:16]=3[N:17]=[CH:18][N:19]=2)[CH2:10][CH2:9]1)=[O:7])(C)(C)C.Cl.[NH:24]([C:37]([O:39][C:40]([CH3:43])([CH3:42])[CH3:41])=[O:38])[C@@H:25](C(O)=O)[CH2:26][C:27]1[CH:32]=[CH:31][C:30]([Cl:33])=[CH:29][CH:28]=1.C1C=CC2N(O)N=NC=2C=1.CCN=C=NCCCN(C)C. (2) The reactants are: [Cl:1][C:2]1[C:11]2[C:6](=[CH:7][C:8]([C:12]#[N:13])=[CH:9][CH:10]=2)[C:5](Cl)=[N:4][N:3]=1.Cl.[CH2:16]([C:18]1[CH:19]=[C:20]([CH:23]=[CH:24][C:25]=1[O:26][CH3:27])[CH2:21][NH2:22])[CH3:17].C1CCN2C(=NCCC2)CC1. Given the product [Cl:1][C:2]1[C:11]2[C:6](=[CH:7][C:8]([C:12]#[N:13])=[CH:9][CH:10]=2)[C:5]([NH:22][CH2:21][C:20]2[CH:23]=[CH:24][C:25]([O:26][CH3:27])=[C:18]([CH2:16][CH3:17])[CH:19]=2)=[N:4][N:3]=1, predict the reactants needed to synthesize it.